From a dataset of HIV replication inhibition screening data with 41,000+ compounds from the AIDS Antiviral Screen. Binary Classification. Given a drug SMILES string, predict its activity (active/inactive) in a high-throughput screening assay against a specified biological target. (1) The drug is CC(=O)Nc1ccc(C=NN2C(=O)c3ccccc3C2=O)cc1. The result is 0 (inactive). (2) The compound is N#Cc1nc(-c2ccsc2)oc1N. The result is 0 (inactive). (3) The drug is Cc1sc(Nc2ccccc2[N+](=O)[O-])c(C#N)c1C. The result is 1 (active).